Task: Regression. Given two drug SMILES strings and cell line genomic features, predict the synergy score measuring deviation from expected non-interaction effect.. Dataset: NCI-60 drug combinations with 297,098 pairs across 59 cell lines (1) Drug 1: CN(CC1=CN=C2C(=N1)C(=NC(=N2)N)N)C3=CC=C(C=C3)C(=O)NC(CCC(=O)O)C(=O)O. Drug 2: CC1=C(C(=CC=C1)Cl)NC(=O)C2=CN=C(S2)NC3=CC(=NC(=N3)C)N4CCN(CC4)CCO. Cell line: HCT116. Synergy scores: CSS=38.3, Synergy_ZIP=-4.62, Synergy_Bliss=-12.7, Synergy_Loewe=-27.9, Synergy_HSA=-13.6. (2) Drug 1: CCN(CC)CCNC(=O)C1=C(NC(=C1C)C=C2C3=C(C=CC(=C3)F)NC2=O)C. Drug 2: CCCCC(=O)OCC(=O)C1(CC(C2=C(C1)C(=C3C(=C2O)C(=O)C4=C(C3=O)C=CC=C4OC)O)OC5CC(C(C(O5)C)O)NC(=O)C(F)(F)F)O. Cell line: NCI/ADR-RES. Synergy scores: CSS=6.60, Synergy_ZIP=7.65, Synergy_Bliss=8.80, Synergy_Loewe=5.39, Synergy_HSA=5.85.